From a dataset of Peptide-MHC class I binding affinity with 185,985 pairs from IEDB/IMGT. Regression. Given a peptide amino acid sequence and an MHC pseudo amino acid sequence, predict their binding affinity value. This is MHC class I binding data. (1) The peptide sequence is QTVVILYSM. The MHC is Mamu-A02 with pseudo-sequence Mamu-A02. The binding affinity (normalized) is 0.864. (2) The peptide sequence is GYAWIDFDI. The MHC is HLA-B57:01 with pseudo-sequence HLA-B57:01. The binding affinity (normalized) is 0.0847. (3) The peptide sequence is TTIFFRADK. The MHC is HLA-B15:17 with pseudo-sequence HLA-B15:17. The binding affinity (normalized) is 0.0847.